Dataset: Reaction yield outcomes from USPTO patents with 853,638 reactions. Task: Predict the reaction yield, written as a fraction of the theoretical maximum amount of product (1.0 means a 100% yield; for example, 0.34 means a 34% yield). (1) The product is [CH2:19]1[C:20]2[C:16](=[CH:15][C:14]([C:11]3([C:9]([NH:8][C:6]4[N:7]=[C:2]([C:29]5[CH:30]=[N:31][C:26]([O:25][CH3:24])=[CH:27][CH:28]=5)[C:3]([CH3:23])=[CH:4][CH:5]=4)=[O:10])[CH2:13][CH2:12]3)=[CH:22][CH:21]=2)[CH2:17][CH2:18]1. The catalyst is COCCOC.C([O-])([O-])=O.[Na+].[Na+].C(OCC)(=O)C.C1C=CC([P]([Pd]([P](C2C=CC=CC=2)(C2C=CC=CC=2)C2C=CC=CC=2)([P](C2C=CC=CC=2)(C2C=CC=CC=2)C2C=CC=CC=2)[P](C2C=CC=CC=2)(C2C=CC=CC=2)C2C=CC=CC=2)(C2C=CC=CC=2)C2C=CC=CC=2)=CC=1. The reactants are Cl[C:2]1[N:7]=[C:6]([NH:8][C:9]([C:11]2([C:14]3[CH:15]=[C:16]4[C:20](=[CH:21][CH:22]=3)[CH2:19][CH2:18][CH2:17]4)[CH2:13][CH2:12]2)=[O:10])[CH:5]=[CH:4][C:3]=1[CH3:23].[CH3:24][O:25][C:26]1[N:31]=[CH:30][C:29](B(O)O)=[CH:28][CH:27]=1. The yield is 0.932. (2) The reactants are [NH2:1][C:2]([CH3:40])([CH3:39])[CH:3]=[C:4]([C:7]([N:9]1[CH2:13][CH2:12][CH2:11][C@H:10]1[CH2:14][N:15]1[C:19]2=[N:20][CH:21]=[N:22][C:23]([NH2:24])=[C:18]2[C:17]([C:25]2[CH:30]=[CH:29][C:28]([O:31][C:32]3[CH:37]=[CH:36][CH:35]=[CH:34][CH:33]=3)=[CH:27][C:26]=2[F:38])=[N:16]1)=[O:8])[C:5]#[N:6].C(=O)([O-])[O-].[K+].[K+].Br[CH2:48][CH2:49][O:50][CH3:51]. The catalyst is CC#N. The product is [NH2:24][C:23]1[N:22]=[CH:21][N:20]=[C:19]2[N:15]([CH2:14][C@@H:10]3[CH2:11][CH2:12][CH2:13][N:9]3[C:7]([C:4](=[CH:3][C:2]([NH:1][CH2:48][CH2:49][O:50][CH3:51])([CH3:40])[CH3:39])[C:5]#[N:6])=[O:8])[N:16]=[C:17]([C:25]3[CH:30]=[CH:29][C:28]([O:31][C:32]4[CH:37]=[CH:36][CH:35]=[CH:34][CH:33]=4)=[CH:27][C:26]=3[F:38])[C:18]=12. The yield is 0.0370.